This data is from Forward reaction prediction with 1.9M reactions from USPTO patents (1976-2016). The task is: Predict the product of the given reaction. (1) Given the reactants [CH:1](O)=[O:2].N1C=CN=C1.C(N(CC)CC)C.C(Cl)(=O)C(Cl)=O.Cl.[CH2:23]([O:25][C:26](=[O:48])[C@@H:27]([O:45][CH2:46][CH3:47])[CH2:28][C:29]1[CH:34]=[CH:33][C:32]([O:35][CH2:36][CH2:37][C:38]2[CH:43]=[CH:42][C:41]([NH2:44])=[CH:40][CH:39]=2)=[CH:31][CH:30]=1)[CH3:24], predict the reaction product. The product is: [CH2:23]([O:25][C:26](=[O:48])[C@@H:27]([O:45][CH2:46][CH3:47])[CH2:28][C:29]1[CH:34]=[CH:33][C:32]([O:35][CH2:36][CH2:37][C:38]2[CH:39]=[CH:40][C:41]([NH:44][CH:1]=[O:2])=[CH:42][CH:43]=2)=[CH:31][CH:30]=1)[CH3:24]. (2) The product is: [O:24]=[C:19]1[CH2:18][CH2:17][C:16]2[C:21](=[CH:22][CH:23]=[C:14]([O:13][CH2:55][CH:53]3[CH2:54][N:51]([C:44]([O:46][C:47]([CH3:48])([CH3:50])[CH3:49])=[O:45])[CH2:52]3)[CH:15]=2)[NH:20]1. Given the reactants CCOC(/N=N/C(OCC)=O)=O.[OH:13][C:14]1[CH:15]=[C:16]2[C:21](=[CH:22][CH:23]=1)[NH:20][C:19](=[O:24])[CH2:18][CH2:17]2.C1(P(C2C=CC=CC=2)C2C=CC=CC=2)C=CC=CC=1.[C:44]([N:51]1[CH2:54][CH:53]([CH2:55]O)[CH2:52]1)([O:46][C:47]([CH3:50])([CH3:49])[CH3:48])=[O:45], predict the reaction product. (3) Given the reactants [C:1]([C:3]1[CH:30]=[CH:29][C:6]([CH2:7][C@@:8]2([CH3:28])[N:12]3[C:13]([C:16](O)=[O:17])=[CH:14][N:15]=[C:11]3[N:10]([C:19]3[CH:24]=[C:23]([Cl:25])[CH:22]=[C:21]([Cl:26])[CH:20]=3)[C:9]2=[O:27])=[CH:5][CH:4]=1)#[N:2].[C:31]([O:35][C:36]([C:38]1([NH2:41])[CH2:40][CH2:39]1)=[O:37])([CH3:34])([CH3:33])[CH3:32].CN(C(ON1N=NC2C=CC=NC1=2)=[N+](C)C)C.F[P-](F)(F)(F)(F)F.CCN(CC)CC, predict the reaction product. The product is: [C:31]([O:35][C:36]([C:38]1([NH:41][C:16]([C:13]2[N:12]3[C@@:8]([CH2:7][C:6]4[CH:5]=[CH:4][C:3]([C:1]#[N:2])=[CH:30][CH:29]=4)([CH3:28])[C:9](=[O:27])[N:10]([C:19]4[CH:20]=[C:21]([Cl:26])[CH:22]=[C:23]([Cl:25])[CH:24]=4)[C:11]3=[N:15][CH:14]=2)=[O:17])[CH2:39][CH2:40]1)=[O:37])([CH3:34])([CH3:32])[CH3:33]. (4) Given the reactants [C:1]1([C:7]2([C:12]3[CH:17]=[CH:16][CH:15]=[CH:14][CH:13]=3)[CH2:11][CH2:10][NH:9][CH2:8]2)[CH:6]=[CH:5][CH:4]=[CH:3][CH:2]=1.[O:18]=[C:19]1[C:23]([C:30]2[CH:35]=[CH:34][CH:33]=[CH:32][CH:31]=2)([C:24]2[CH:29]=[CH:28][CH:27]=[CH:26][CH:25]=2)[CH2:22][CH2:21][N:20]1[CH2:36][C:37](O)=[O:38].Cl.C(N=C=NCCCN(C)C)C, predict the reaction product. The product is: [C:1]1([C:7]2([C:12]3[CH:17]=[CH:16][CH:15]=[CH:14][CH:13]=3)[CH2:11][CH2:10][N:9]([C:37](=[O:38])[CH2:36][N:20]3[CH2:21][CH2:22][C:23]([C:24]4[CH:29]=[CH:28][CH:27]=[CH:26][CH:25]=4)([C:30]4[CH:35]=[CH:34][CH:33]=[CH:32][CH:31]=4)[C:19]3=[O:18])[CH2:8]2)[CH:2]=[CH:3][CH:4]=[CH:5][CH:6]=1. (5) The product is: [F:1][C:2]1[CH:11]=[CH:10][C:9]([F:12])=[C:8]2[C:3]=1[C:4]([NH:13][CH2:14][CH2:15][C:16]1[CH:21]=[CH:20][C:19]([OH:22])=[C:18]([CH3:24])[CH:17]=1)=[N:5][CH:6]=[N:7]2. Given the reactants [F:1][C:2]1[CH:11]=[CH:10][C:9]([F:12])=[C:8]2[C:3]=1[C:4]([NH:13][CH2:14][CH2:15][C:16]1[CH:21]=[CH:20][C:19]([O:22]C)=[C:18]([CH3:24])[CH:17]=1)=[N:5][CH:6]=[N:7]2.B(Br)(Br)Br, predict the reaction product. (6) Given the reactants [C:1]([C:5]1[CH:6]=[C:7]([NH:18][C:19]([NH:21][C:22]2[C:31]3[C:26](=[CH:27][CH:28]=[CH:29][CH:30]=3)[C:25]([O:32][C:33]3[CH:38]=[CH:37][N:36]=[C:35](Cl)[N:34]=3)=[CH:24][CH:23]=2)=[O:20])[C:8]([O:16][CH3:17])=[C:9]([NH:11][S:12]([CH3:15])(=[O:14])=[O:13])[CH:10]=1)([CH3:4])([CH3:3])[CH3:2].[NH2:40][C:41]1[CH:42]=[C:43]([CH:62]=[C:63]([O:65][CH3:66])[CH:64]=1)[C:44]([NH:46][CH2:47][CH2:48][O:49][CH2:50][CH2:51][O:52][CH2:53][CH2:54][C:55]([O:57][C:58]([CH3:61])([CH3:60])[CH3:59])=[O:56])=[O:45].CC1C=CC(S(O)(=O)=O)=CC=1, predict the reaction product. The product is: [C:1]([C:5]1[CH:10]=[C:9]([NH:11][S:12]([CH3:15])(=[O:14])=[O:13])[C:8]([O:16][CH3:17])=[C:7]([NH:18][C:19](=[O:20])[NH:21][C:22]2[C:31]3[C:26](=[CH:27][CH:28]=[CH:29][CH:30]=3)[C:25]([O:32][C:33]3[CH:38]=[CH:37][N:36]=[C:35]([NH:40][C:41]4[CH:42]=[C:43]([CH:62]=[C:63]([O:65][CH3:66])[CH:64]=4)[C:44]([NH:46][CH2:47][CH2:48][O:49][CH2:50][CH2:51][O:52][CH2:53][CH2:54][C:55]([O:57][C:58]([CH3:59])([CH3:60])[CH3:61])=[O:56])=[O:45])[N:34]=3)=[CH:24][CH:23]=2)[CH:6]=1)([CH3:4])([CH3:3])[CH3:2].